From a dataset of Forward reaction prediction with 1.9M reactions from USPTO patents (1976-2016). Predict the product of the given reaction. Given the reactants [H-].[Na+].[OH:3][C:4]1[CH:5]=[C:6]2[C:11](=[CH:12][CH:13]=1)[C:10](=[O:14])[N:9]([CH2:15][CH2:16][N:17]1[CH2:21][CH2:20][CH2:19][CH2:18]1)[CH2:8][CH2:7]2.[Cl:22][C:23]1[CH:32]=[CH:31][C:26]([C:27]([NH:29][CH3:30])=[O:28])=[CH:25][N:24]=1, predict the reaction product. The product is: [ClH:22].[CH3:30][NH:29][C:27](=[O:28])[C:26]1[CH:31]=[CH:32][C:23]([O:3][C:4]2[CH:5]=[C:6]3[C:11](=[CH:12][CH:13]=2)[C:10](=[O:14])[N:9]([CH2:15][CH2:16][N:17]2[CH2:21][CH2:20][CH2:19][CH2:18]2)[CH2:8][CH2:7]3)=[N:24][CH:25]=1.